Predict the reaction yield, written as a fraction of the theoretical maximum amount of product (1.0 means a 100% yield; for example, 0.34 means a 34% yield). From a dataset of Reaction yield outcomes from USPTO patents with 853,638 reactions. (1) The reactants are [CH3:1][O:2][C:3]([C:5]1[C:10]([Br:11])=[CH:9][N:8]=[C:7](SC)[N:6]=1)=[O:4].ClC1C=CC=C(C(OO)=O)C=1.Cl.CN.C[CH2:29][N:30](C(C)C)C(C)C. The catalyst is C(Cl)Cl.C1COCC1. The product is [Br:11][C:10]1[C:5]([C:3]([O:2][CH3:1])=[O:4])=[N:6][C:7]([NH:30][CH3:29])=[N:8][CH:9]=1. The yield is 0.750. (2) The reactants are [N:1]1([CH2:7][CH2:8][O:9][C:10]2[CH:15]=[CH:14][C:13]([C:16]3[CH:21]=[CH:20][N:19]=[C:18]([NH:22][CH2:23][C:24]4[CH:32]=[CH:31][C:27]([C:28]([OH:30])=O)=[CH:26][CH:25]=4)[N:17]=3)=[CH:12][CH:11]=2)[CH2:6][CH2:5][O:4][CH2:3][CH2:2]1.[C:33]1([NH2:40])[CH:38]=[CH:37][CH:36]=[CH:35][C:34]=1[NH2:39].CCN(CC)CC.C1C=CC2N(O)N=NC=2C=1.O.CCN=C=NCCCN(C)C.Cl.Cl. The catalyst is C(#N)C. The product is [NH2:39][C:34]1[CH:35]=[CH:36][CH:37]=[CH:38][C:33]=1[NH:40][C:28](=[O:30])[C:27]1[CH:31]=[CH:32][C:24]([CH2:23][NH:22][C:18]2[N:17]=[C:16]([C:13]3[CH:14]=[CH:15][C:10]([O:9][CH2:8][CH2:7][N:1]4[CH2:2][CH2:3][O:4][CH2:5][CH2:6]4)=[CH:11][CH:12]=3)[CH:21]=[CH:20][N:19]=2)=[CH:25][CH:26]=1. The yield is 0.310. (3) The reactants are [N:1]1[C:5]2[CH:6]=[CH:7][CH:8]=[CH:9][C:4]=2[NH:3][C:2]=1[CH2:10][C:11]#[N:12].[O:13]1[CH:17]=[CH:16][CH:15]=[C:14]1[CH:18]([C:24]([CH3:26])=O)[C:19](OCC)=[O:20].C([O-])(=O)C.[NH4+]. The catalyst is C(Cl)(Cl)Cl. The product is [O:13]1[CH:17]=[CH:16][CH:15]=[C:14]1[C:18]1[C:19](=[O:20])[N:3]2[C:2]([NH:1][C:5]3[CH:6]=[CH:7][CH:8]=[CH:9][C:4]=32)=[C:10]([C:11]#[N:12])[C:24]=1[CH3:26]. The yield is 0.250. (4) The reactants are [OH:1][C:2]1[CH:18]=[CH:17][C:5]([C:6]2[CH2:7][O:8][C:9]3[C:14]([CH:15]=2)=[CH:13][CH:12]=[C:11](O)[CH:10]=3)=[CH:4][CH:3]=1.[Cl:19][C:20]1[CH:27]=[CH:26][C:23]([CH2:24][NH2:25])=[CH:22][CH:21]=1.[CH2:28]=[O:29].[CH2:30](O)C. No catalyst specified. The product is [Cl:19][C:20]1[CH:27]=[CH:26][C:23]([CH2:24][N:25]2[CH2:30][C:12]3[CH:13]=[C:14]4[C:9](=[CH:10][C:11]=3[O:29][CH2:28]2)[O:8][CH2:7][C:6]([C:5]2[CH:17]=[CH:18][C:2]([OH:1])=[CH:3][CH:4]=2)=[CH:15]4)=[CH:22][CH:21]=1. The yield is 0.880. (5) The reactants are [CH:1]1([C:6]2[CH:7]=[CH:8][C:9]3[O:13][C:12](B(O)O)=[CH:11][C:10]=3[CH:17]=2)[CH2:5][CH2:4][CH2:3][CH2:2]1.FC(F)(F)S(O[C:24]1[CH:25]=[C:26]2[C:31](=[CH:32][CH:33]=1)[CH2:30][N:29]([CH2:34][CH2:35][C:36]([O:38][C:39]([CH3:42])([CH3:41])[CH3:40])=[O:37])[CH2:28][CH2:27]2)(=O)=O.C(N(CC)CC)C. The catalyst is C(O)C.[Pd](Cl)Cl.C1(P(C2C=CC=CC=2)C2C=CC=CC=2)C=CC=CC=1.C1(P(C2C=CC=CC=2)C2C=CC=CC=2)C=CC=CC=1. The product is [CH:1]1([C:6]2[CH:7]=[CH:8][C:9]3[O:13][C:12]([C:24]4[CH:25]=[C:26]5[C:31](=[CH:32][CH:33]=4)[CH2:30][N:29]([CH2:34][CH2:35][C:36]([O:38][C:39]([CH3:42])([CH3:41])[CH3:40])=[O:37])[CH2:28][CH2:27]5)=[CH:11][C:10]=3[CH:17]=2)[CH2:5][CH2:4][CH2:3][CH2:2]1. The yield is 0.340. (6) The reactants are [H-].C([Al+]CC(C)C)C(C)C.C(O[C:14](=O)[CH:15]([CH2:21][CH3:22])[C:16]([O:18][CH2:19][CH3:20])=[O:17])C.[F:24][C:25]1[CH:32]=[CH:31][C:28]([CH2:29][NH2:30])=[CH:27][CH:26]=1.C([BH3-])#N.[Na+]. The catalyst is C1(C)C=CC=CC=1.ClCCl.C(O)C.C(O)(=O)C. The product is [CH2:19]([O:18][C:16](=[O:17])[CH:15]([CH2:14][NH:30][CH2:29][C:28]1[CH:31]=[CH:32][C:25]([F:24])=[CH:26][CH:27]=1)[CH2:21][CH3:22])[CH3:20]. The yield is 0.220. (7) The product is [C:35]([N:21]1[CH2:22][CH2:23][N:24]([CH2:26][CH3:27])[CH2:25][C@@H:20]1[C:18]([N:15]1[CH2:14][CH2:13][N:12]([C:10]([NH:9][C:4]2[CH:5]=[CH:6][C:7]([Cl:8])=[C:2]([Cl:1])[CH:3]=2)=[O:11])[CH2:17][CH2:16]1)=[O:19])(=[O:37])[CH3:36]. The catalyst is C(Cl)(Cl)Cl.C(Cl)Cl. The yield is 0.450. The reactants are [Cl:1][C:2]1[CH:3]=[C:4]([NH:9][C:10]([N:12]2[CH2:17][CH2:16][N:15]([C:18]([C@H:20]3[CH2:25][N:24]([CH2:26][CH3:27])[CH2:23][CH2:22][NH:21]3)=[O:19])[CH2:14][CH2:13]2)=[O:11])[CH:5]=[CH:6][C:7]=1[Cl:8].C(N(CC)CC)C.[C:35](Cl)(=[O:37])[CH3:36]. (8) The reactants are Br[CH2:2][C:3]1[CH:8]=[CH:7][C:6]([F:9])=[CH:5][C:4]=1[C:10]([N:12]1[CH2:17][CH2:16][O:15][CH2:14][CH2:13]1)=[O:11].[N-:18]=[N+:19]=[N-:20].[Na+]. The catalyst is CN(C)C=O. The product is [N:18]([CH2:2][C:3]1[CH:8]=[CH:7][C:6]([F:9])=[CH:5][C:4]=1[C:10]([N:12]1[CH2:17][CH2:16][O:15][CH2:14][CH2:13]1)=[O:11])=[N+:19]=[N-:20]. The yield is 0.880.